This data is from Forward reaction prediction with 1.9M reactions from USPTO patents (1976-2016). The task is: Predict the product of the given reaction. (1) Given the reactants [ClH:1].Cl.[NH:3]1[C:7]2=[N:8][CH:9]=[CH:10][C:11]([NH:12][C:13](=[O:23])[C:14]3[CH:19]=[CH:18][C:17]([C@H:20]([NH2:22])[CH3:21])=[CH:16][CH:15]=3)=[C:6]2[CH:5]=[CH:4]1.[OH-].[Na+], predict the reaction product. The product is: [ClH:1].[NH:3]1[C:7]2=[N:8][CH:9]=[CH:10][C:11]([NH:12][C:13](=[O:23])[C:14]3[CH:19]=[CH:18][C:17]([C@H:20]([NH2:22])[CH3:21])=[CH:16][CH:15]=3)=[C:6]2[CH:5]=[CH:4]1. (2) Given the reactants C([O:3][C:4](=[O:31])[CH2:5][S:6][C:7]1[S:11][C:10]([NH:12][C:13]([N:15]([C:21]2[CH:26]=[CH:25][CH:24]=[C:23]([NH:27][C:28](=[O:30])[CH3:29])[CH:22]=2)[CH2:16][CH2:17][CH:18]([CH3:20])[CH3:19])=[O:14])=[N:9][CH:8]=1)C.C1(CN(C2C=CC(F)=C(F)C=2)C(=O)NC2SC=C(CC(O)=O)N=2)CCCC1.NC1C=C(NC(=O)C)C=CC=1.CC(C)CC=O.C(OC(=O)CSC1SC(N)=NC=1)C, predict the reaction product. The product is: [C:28]([NH:27][C:23]1[CH:22]=[C:21]([N:15]([CH2:16][CH2:17][CH:18]([CH3:20])[CH3:19])[C:13](=[O:14])[NH:12][C:10]2[S:11][C:7]([S:6][CH2:5][C:4]([OH:31])=[O:3])=[CH:8][N:9]=2)[CH:26]=[CH:25][CH:24]=1)(=[O:30])[CH3:29]. (3) Given the reactants C=[C:2]1[CH:7]([CH3:8])[CH:6]2[CH2:9][CH:3]1[CH2:4][CH2:5]2.C[C:11]1[CH:12]2[CH2:18][CH:15]([C:16]=1C)[CH2:14][CH2:13]2.[CH3:19]C(C1C=C(NC(NC2C=CC(OCC(O)CNC(C)(C)C)=C(C(C)=O)C=2)=O)C=CC=1OCC(O)CNC(C)(C)C)=O.[H][H], predict the reaction product. The product is: [CH3:14][CH:13]([C:7]1([CH3:8])[CH2:2][CH:3]2[CH2:9][C:6]1([CH3:19])[CH2:5][CH2:4]2)[CH:12]1[CH2:18][CH2:15][CH2:16][CH2:11]1. (4) Given the reactants [C:1]([O:5][C:6](=[O:57])[NH:7][C@@H:8]1[CH2:12][CH2:11][N:10]([C:13]2[N:21]=[C:20]3[C:16]([N:17]=[CH:18][N:19]3[C@@H:22]3[CH2:26][C@H:25]([NH:27][C:28](=[O:39])[C@H:29]([O:31][CH2:32][C:33]4C=CC=CC=4)[CH3:30])[C@@H:24]([OH:40])[C@H:23]3[OH:41])=[C:15]([NH:42][CH2:43][CH:44]([C:51]3[CH:56]=[CH:55][CH:54]=[CH:53][CH:52]=3)[C:45]3[CH:50]=[CH:49][CH:48]=[CH:47][CH:46]=3)[N:14]=2)[CH2:9]1)([CH3:4])([CH3:3])[CH3:2].C([O:65][C@H](C)C(N[C@H]1C[C@@H](N2C=NC3C2=NC(Cl)=NC=3NCC(C2C=CC=CC=2)C2C=CC=CC=2)[C@H](O)[C@@H]1O)=O)C1C=CC=CC=1, predict the reaction product. The product is: [C:1]([O:5][C:6]([NH:7][C@@H:8]1[CH2:12][CH2:11][N:10]([C:13]2[N:21]=[C:20]3[C:16]([N:17]=[CH:18][N:19]3[C@@H:22]3[CH2:26][C@H:25]([NH:27][C:28]([C@@H:29]([O:31][C:32](=[O:65])[CH3:33])[CH3:30])=[O:39])[C@@H:24]([OH:40])[C@H:23]3[OH:41])=[C:15]([NH:42][CH2:43][CH:44]([C:51]3[CH:52]=[CH:53][CH:54]=[CH:55][CH:56]=3)[C:45]3[CH:46]=[CH:47][CH:48]=[CH:49][CH:50]=3)[N:14]=2)[CH2:9]1)=[O:57])([CH3:4])([CH3:2])[CH3:3].